From a dataset of HIV replication inhibition screening data with 41,000+ compounds from the AIDS Antiviral Screen. Binary Classification. Given a drug SMILES string, predict its activity (active/inactive) in a high-throughput screening assay against a specified biological target. (1) The compound is N#CC1=C(N)CCSSSC1. The result is 0 (inactive). (2) The compound is CC1(C)C(=O)C=CC(=O)C(C)(C)c2ccc(o2)C(C)(C)C(=O)C(Br)C(Br)C(=O)C(C)(C)c2ccc1o2. The result is 0 (inactive). (3) The drug is Cl.N#CC(=C1CCN(CCCC(=O)c2ccc(F)cc2)CC1)c1ccccc1. The result is 0 (inactive). (4) The molecule is CC(C)(C)C1CCP(=O)(c2ccccc2)CC1. The result is 0 (inactive). (5) The drug is CCOC(=O)c1nn2c(C)nnc2s1. The result is 0 (inactive). (6) The molecule is N#CC(=Cc1ccc(O)c(O)c1)C(=O)NC1CCCC(NC(=O)C(C#N)=Cc2ccc(O)c(O)c2)C1. The result is 0 (inactive).